Task: Predict the reactants needed to synthesize the given product.. Dataset: Full USPTO retrosynthesis dataset with 1.9M reactions from patents (1976-2016) (1) Given the product [F:34][C:31]1[CH:32]=[CH:33][C:28]([N:25]2[CH2:26][CH2:27][N:23]([C:21]([NH:20][C:16]3[CH:17]=[CH:18][CH:19]=[C:14]([O:13][C:10]4[CH:11]=[N:12][C:7]([NH:6][C:5]([NH:4][CH2:3][CH2:2][N:37]5[CH2:41][CH2:40][CH2:39][CH2:38]5)=[O:36])=[CH:8][CH:9]=4)[CH:15]=3)=[O:22])[C:24]2=[O:35])=[CH:29][CH:30]=1, predict the reactants needed to synthesize it. The reactants are: Cl[CH2:2][CH2:3][NH:4][C:5](=[O:36])[NH:6][C:7]1[N:12]=[CH:11][C:10]([O:13][C:14]2[CH:15]=[C:16]([NH:20][C:21]([N:23]3[CH2:27][CH2:26][N:25]([C:28]4[CH:33]=[CH:32][C:31]([F:34])=[CH:30][CH:29]=4)[C:24]3=[O:35])=[O:22])[CH:17]=[CH:18][CH:19]=2)=[CH:9][CH:8]=1.[NH:37]1[CH2:41][CH2:40][CH2:39][CH2:38]1. (2) Given the product [C:15]([O:19][C:20](=[O:21])[NH:22][CH2:26][CH2:25][CH2:24][C:23]([C:2]1[CH:7]=[CH:6][CH:5]=[C:4]([S:8][CH3:9])[CH:3]=1)=[O:27])([CH3:18])([CH3:16])[CH3:17], predict the reactants needed to synthesize it. The reactants are: Br[C:2]1[CH:3]=[C:4]([S:8][CH3:9])[CH:5]=[CH:6][CH:7]=1.C([Li])CCC.[C:15]([O:19][C:20]([N:22]1[CH2:26][CH2:25][CH2:24][C:23]1=[O:27])=[O:21])([CH3:18])([CH3:17])[CH3:16].[Cl-].[NH4+]. (3) The reactants are: [OH:1][C:2]1[CH:7]=[C:6]([CH:8]([CH3:10])[CH3:9])[CH:5]=[CH:4][C:3]=1[C:11]1([NH:22][C:23](=[O:28])[CH2:24][CH2:25][CH2:26][CH3:27])[C:19](=[O:20])[C:18]2[C:13](=[CH:14][CH:15]=[CH:16][CH:17]=2)[C:12]1=[O:21].C(N(CC)CC)C.[C:36](Cl)(=[O:41])[C:37]([CH3:40])([CH3:39])[CH3:38]. Given the product [O:21]=[C:12]1[C:13]2[C:18](=[CH:17][CH:16]=[CH:15][CH:14]=2)[C:19](=[O:20])[C:11]1([C:3]1[CH:4]=[CH:5][C:6]([CH:8]([CH3:10])[CH3:9])=[CH:7][C:2]=1[O:1][C:36](=[O:41])[C:37]([CH3:40])([CH3:39])[CH3:38])[NH:22][C:23](=[O:28])[CH2:24][CH2:25][CH2:26][CH3:27], predict the reactants needed to synthesize it.